Dataset: Full USPTO retrosynthesis dataset with 1.9M reactions from patents (1976-2016). Task: Predict the reactants needed to synthesize the given product. (1) Given the product [Si:6]([O:5][CH2:1][C@H:2]([OH:4])[CH3:3])([C:9]([CH3:12])([CH3:11])[CH3:10])([CH3:8])[CH3:7], predict the reactants needed to synthesize it. The reactants are: [CH2:1]([OH:5])[C@@H:2]([OH:4])[CH3:3].[Si:6](Cl)([C:9]([CH3:12])([CH3:11])[CH3:10])([CH3:8])[CH3:7].N1C=CN=C1. (2) Given the product [F:25][C:26]1[CH:27]=[C:28]([CH:34]=[CH:35][CH:36]=1)[C:29]([C:8]1[CH:9]=[C:10]([O:13][CH3:14])[CH:11]=[CH:12][C:7]=1[C:6]([OH:16])=[O:15])=[O:30], predict the reactants needed to synthesize it. The reactants are: C([Li])(CC)C.[C:6]([OH:16])(=[O:15])[C:7]1[CH:12]=[CH:11][C:10]([O:13][CH3:14])=[CH:9][CH:8]=1.CN(CCN(C)C)C.[F:25][C:26]1[CH:27]=[C:28]([CH:34]=[CH:35][CH:36]=1)[C:29](OCC)=[O:30]. (3) Given the product [Cl:18][C:17]1[CH:16]=[CH:15][C:4]([O:5][C:6]2[CH:12]=[CH:11][C:9]([I:19])=[CH:8][C:7]=2[O:13][CH3:14])=[CH:3][C:2]=1[Cl:1], predict the reactants needed to synthesize it. The reactants are: [Cl:1][C:2]1[CH:3]=[C:4]([CH:15]=[CH:16][C:17]=1[Cl:18])[O:5][C:6]1[CH:12]=[CH:11][C:9](N)=[CH:8][C:7]=1[O:13][CH3:14].[I-:19].[K+]. (4) Given the product [F:1][C:2]([F:41])([F:40])[C:3]1[CH:4]=[C:5]([C@H:13]2[O:17][C:16](=[O:18])[N:15]([CH2:19][C:20]3[CH:25]=[C:24]([C:26]([F:29])([F:28])[F:27])[CH:23]=[CH:22][C:21]=3[C:30]3[CH:35]=[C:34]([B:42]4[O:46][C:45]([CH3:48])([CH3:47])[C:44]([CH3:50])([CH3:49])[O:43]4)[CH:33]=[CH:32][C:31]=3[O:37][CH3:38])[C@H:14]2[CH3:39])[CH:6]=[C:7]([C:9]([F:12])([F:11])[F:10])[CH:8]=1, predict the reactants needed to synthesize it. The reactants are: [F:1][C:2]([F:41])([F:40])[C:3]1[CH:4]=[C:5]([C@H:13]2[O:17][C:16](=[O:18])[N:15]([CH2:19][C:20]3[CH:25]=[C:24]([C:26]([F:29])([F:28])[F:27])[CH:23]=[CH:22][C:21]=3[C:30]3[CH:35]=[C:34](Br)[CH:33]=[CH:32][C:31]=3[O:37][CH3:38])[C@H:14]2[CH3:39])[CH:6]=[C:7]([C:9]([F:12])([F:11])[F:10])[CH:8]=1.[B:42]1([B:42]2[O:46][C:45]([CH3:48])([CH3:47])[C:44]([CH3:50])([CH3:49])[O:43]2)[O:46][C:45]([CH3:48])([CH3:47])[C:44]([CH3:50])([CH3:49])[O:43]1.C([O-])(=O)C.[K+].O1CCOCC1. (5) Given the product [CH3:12][C:13]1[N:14]=[CH:15][N:16]([C:2]2[CH:3]=[CH:4][C:5]([CH2:6][OH:8])=[CH:10][CH:11]=2)[CH:17]=1, predict the reactants needed to synthesize it. The reactants are: I[C:2]1[CH:11]=[CH:10][C:5]([C:6]([O:8]C)=O)=[CH:4][CH:3]=1.[CH3:12][C:13]1[N:14]=[CH:15][NH:16][CH:17]=1.N1C2C(=CC=CC=2O)C=CC=1.C(=O)([O-])[O-].[K+].[K+].[H-].[Al+3].[Li+].[H-].[H-].[H-].[OH-].[Na+]. (6) Given the product [Cl:1][C:2]1[CH:20]=[C:19]([CH:18]=[C:17]([CH3:24])[C:3]=1[O:4][C:5]1[CH:6]=[C:7]2[C:11](=[CH:12][CH:13]=1)[NH:10][CH:9]=[C:8]2[CH:14]([CH3:15])[CH3:16])[NH2:21], predict the reactants needed to synthesize it. The reactants are: [Cl:1][C:2]1[CH:20]=[C:19]([N+:21]([O-])=O)[CH:18]=[C:17]([CH3:24])[C:3]=1[O:4][C:5]1[CH:6]=[C:7]2[C:11](=[CH:12][CH:13]=1)[NH:10][CH:9]=[C:8]2[CH:14]([CH3:16])[CH3:15].